From a dataset of Forward reaction prediction with 1.9M reactions from USPTO patents (1976-2016). Predict the product of the given reaction. (1) Given the reactants [CH2:1]([O:8][C:9]([N:11]1[CH:16]2[CH2:17][CH2:18][C:13]([C:19]([OH:21])=O)([CH:14]=[CH:15]2)[O:12]1)=[O:10])[C:2]1[CH:7]=[CH:6][CH:5]=[CH:4][CH:3]=1.O[N:23]1C2N=CC=CC=2N=N1.C(=O)([O-])O.[NH4+], predict the reaction product. The product is: [CH2:1]([O:8][C:9]([N:11]1[CH:16]2[CH2:17][CH2:18][C:13]([C:19](=[O:21])[NH2:23])([CH:14]=[CH:15]2)[O:12]1)=[O:10])[C:2]1[CH:7]=[CH:6][CH:5]=[CH:4][CH:3]=1. (2) Given the reactants [N+:1]([C:4]1[C:17]2[C:8](=[N:9][C:10]3[C:15]([C:16]=2[NH2:18])=[CH:14][CH:13]=[CH:12][CH:11]=3)[CH:7]=[CH:6][CH:5]=1)([O-])=O.C(OCC)(=O)C.C([O-])=O.[NH4+], predict the reaction product. The product is: [NH2:1][C:4]1[C:17]2[C:8](=[N:9][C:10]3[C:15]([C:16]=2[NH2:18])=[CH:14][CH:13]=[CH:12][CH:11]=3)[CH:7]=[CH:6][CH:5]=1.